Dataset: Peptide-MHC class I binding affinity with 185,985 pairs from IEDB/IMGT. Task: Regression. Given a peptide amino acid sequence and an MHC pseudo amino acid sequence, predict their binding affinity value. This is MHC class I binding data. (1) The peptide sequence is MPVGGQSSFY. The MHC is HLA-B35:01 with pseudo-sequence HLA-B35:01. The binding affinity (normalized) is 0.473. (2) The peptide sequence is GLFPFHFTL. The MHC is BoLA-T2b with pseudo-sequence BoLA-T2b. The binding affinity (normalized) is 0.626. (3) The peptide sequence is ERYFRIHSL. The MHC is HLA-B53:01 with pseudo-sequence HLA-B53:01. The binding affinity (normalized) is 0. (4) The peptide sequence is AQMGTLLIA. The MHC is HLA-A02:03 with pseudo-sequence HLA-A02:03. The binding affinity (normalized) is 0.959. (5) The peptide sequence is FFGYFASHF. The MHC is HLA-A29:02 with pseudo-sequence HLA-A29:02. The binding affinity (normalized) is 0.935.